From a dataset of Full USPTO retrosynthesis dataset with 1.9M reactions from patents (1976-2016). Predict the reactants needed to synthesize the given product. Given the product [N+:12]([C:15]1[CH:16]=[C:17]([C:21]2[N:22]=[C:23]([CH:26]3[CH2:31][CH2:30][N:29]([C:2]4[N:7]=[CH:6][N:5]=[C:4]5[NH:8][N:9]=[CH:10][C:3]=45)[CH2:28][CH2:27]3)[NH:24][CH:25]=2)[CH:18]=[CH:19][CH:20]=1)([O-:14])=[O:13], predict the reactants needed to synthesize it. The reactants are: Cl[C:2]1[N:7]=[CH:6][N:5]=[C:4]2[NH:8][N:9]=[CH:10][C:3]=12.Cl.[N+:12]([C:15]1[CH:16]=[C:17]([C:21]2[N:22]=[C:23]([CH:26]3[CH2:31][CH2:30][NH:29][CH2:28][CH2:27]3)[NH:24][CH:25]=2)[CH:18]=[CH:19][CH:20]=1)([O-:14])=[O:13].C(O)(C)C.C(N(C(C)C)CC)(C)C.